Dataset: Full USPTO retrosynthesis dataset with 1.9M reactions from patents (1976-2016). Task: Predict the reactants needed to synthesize the given product. (1) Given the product [OH:21][C:15]1([CH:2]([CH3:3])[C:1]([N:5]2[C:9]3[CH:10]=[CH:11][CH:12]=[CH:13][C:8]=3[O:7][C:6]2=[O:14])=[O:4])[CH2:20][CH2:19][CH2:18][CH2:17][CH2:16]1, predict the reactants needed to synthesize it. The reactants are: [C:1]([N:5]1[C:9]2[CH:10]=[CH:11][CH:12]=[CH:13][C:8]=2[O:7][C:6]1=[O:14])(=[O:4])[CH2:2][CH3:3].[C:15]1(=[O:21])[CH2:20][CH2:19][CH2:18][CH2:17][CH2:16]1. (2) Given the product [N+:22]([C:16]1[CH:17]=[C:18]([C:1]2[C:10]3[C:5](=[CH:6][CH:7]=[CH:8][CH:9]=3)[CH:4]=[CH:3][CH:2]=2)[CH:19]=[CH:20][C:15]=1[C:9]1[C:10]2[C:5](=[CH:4][CH:3]=[CH:2][CH:1]=2)[CH:6]=[CH:7][CH:8]=1)([O-:24])=[O:23], predict the reactants needed to synthesize it. The reactants are: [C:1]1(B(O)O)[C:10]2[C:5](=[CH:6][CH:7]=[CH:8][CH:9]=2)[CH:4]=[CH:3][CH:2]=1.Br[C:15]1[CH:20]=[CH:19][C:18](Br)=[CH:17][C:16]=1[N+:22]([O-:24])=[O:23].C(=O)([O-])[O-].[K+].[K+]. (3) Given the product [Br:1][C:2]1[CH:3]=[CH:4][C:5]([CH:8]([OH:12])[CH:9]([F:11])[F:10])=[CH:6][CH:7]=1, predict the reactants needed to synthesize it. The reactants are: [Br:1][C:2]1[CH:7]=[CH:6][C:5]([C:8](=[O:12])[CH:9]([F:11])[F:10])=[CH:4][CH:3]=1.CC(C)=O.O. (4) Given the product [ClH:36].[N:1]1[CH:6]=[CH:5][CH:4]=[CH:3][C:2]=1[N:7]([CH2:30][CH2:31][C:32]([O:34][CH3:35])=[O:33])[C:8]([C:10]1[CH:29]=[CH:28][C:13]2[N:14]([CH3:27])[C:15]([CH2:17][NH:18][C:19]3[CH:24]=[CH:23][C:22]([C:25](=[NH:43])[NH2:26])=[CH:21][CH:20]=3)=[N:16][C:12]=2[CH:11]=1)=[O:9], predict the reactants needed to synthesize it. The reactants are: [N:1]1[CH:6]=[CH:5][CH:4]=[CH:3][C:2]=1[N:7]([CH2:30][CH2:31][C:32]([O:34][CH3:35])=[O:33])[C:8]([C:10]1[CH:29]=[CH:28][C:13]2[N:14]([CH3:27])[C:15]([CH2:17][NH:18][C:19]3[CH:24]=[CH:23][C:22]([C:25]#[N:26])=[CH:21][CH:20]=3)=[N:16][C:12]=2[CH:11]=1)=[O:9].[ClH:36].CO.C(=O)([O-])[O-].[NH4+:43].[NH4+].